From a dataset of Full USPTO retrosynthesis dataset with 1.9M reactions from patents (1976-2016). Predict the reactants needed to synthesize the given product. (1) The reactants are: [C:1]([O:5][C:6](=[O:24])[CH2:7][C:8]1[C:17]([CH3:18])=[C:16]([O:19]C(=O)C)[C:15]2[C:10](=[CH:11][CH:12]=[C:13]([F:23])[CH:14]=2)[CH:9]=1)([CH3:4])([CH3:3])[CH3:2].C[O-].[Na+].Cl. Given the product [C:1]([O:5][C:6](=[O:24])[CH2:7][C:8]1[C:17]([CH3:18])=[C:16]([OH:19])[C:15]2[C:10](=[CH:11][CH:12]=[C:13]([F:23])[CH:14]=2)[CH:9]=1)([CH3:4])([CH3:2])[CH3:3], predict the reactants needed to synthesize it. (2) Given the product [CH2:28]([O:27][C:25]([N:10]1[CH2:11][CH2:12][C:6]2[CH:5]=[C:4]([N+:1]([O-:3])=[O:2])[CH:14]=[CH:13][C:7]=2[CH2:8][CH2:9]1)=[O:26])[CH3:29], predict the reactants needed to synthesize it. The reactants are: [N+:1]([C:4]1[CH:14]=[CH:13][C:7]2[CH2:8][CH2:9][NH:10][CH2:11][CH2:12][C:6]=2[CH:5]=1)([O-:3])=[O:2].CCN(C(C)C)C(C)C.Cl[C:25]([O:27][CH2:28][CH3:29])=[O:26]. (3) Given the product [CH:24]1([C@H:10]2[C:9](=[O:8])[CH2:13][CH:12]([CH:14]3[CH2:16][CH2:15]3)[N:11]2[C:17]([O:19][C:20]([CH3:23])([CH3:22])[CH3:21])=[O:18])[CH2:25][CH2:26]1, predict the reactants needed to synthesize it. The reactants are: [Si]([O:8][C@@H:9]1[CH2:13][CH:12]([CH:14]2[CH2:16][CH2:15]2)[N:11]([C:17]([O:19][C:20]([CH3:23])([CH3:22])[CH3:21])=[O:18])[C@H:10]1[CH:24]1[CH2:26][CH2:25]1)(C(C)(C)C)(C)C.CCCC[N+](CCCC)(CCCC)CCCC.[F-].CC(OI1(OC(C)=O)(OC(C)=O)OC(=O)C2C=CC=CC1=2)=O.